Dataset: Peptide-MHC class II binding affinity with 134,281 pairs from IEDB. Task: Regression. Given a peptide amino acid sequence and an MHC pseudo amino acid sequence, predict their binding affinity value. This is MHC class II binding data. (1) The binding affinity (normalized) is 0.440. The peptide sequence is SAAQRRGRIGRNPNR. The MHC is DRB1_0301 with pseudo-sequence DRB1_0301. (2) The peptide sequence is SQDLELSWNLGGLQAY. The MHC is HLA-DQA10301-DQB10302 with pseudo-sequence HLA-DQA10301-DQB10302. The binding affinity (normalized) is 0.504. (3) The peptide sequence is GIDTNAYYVMTVGTKTFL. The MHC is DRB3_0101 with pseudo-sequence DRB3_0101. The binding affinity (normalized) is 0.242. (4) The peptide sequence is YTVALFLAVALVAGP. The MHC is HLA-DQA10501-DQB10201 with pseudo-sequence HLA-DQA10501-DQB10201. The binding affinity (normalized) is 0.0124. (5) The peptide sequence is NLLWKQIANELNYIL. The MHC is DRB1_0301 with pseudo-sequence DRB1_0301. The binding affinity (normalized) is 0. (6) The peptide sequence is SILKWHLHKVVEVPI. The MHC is DRB4_0101 with pseudo-sequence DRB4_0103. The binding affinity (normalized) is 0.883. (7) The peptide sequence is AVTFVNAPAFAAERG. The MHC is DRB1_0401 with pseudo-sequence DRB1_0401. The binding affinity (normalized) is 0.773.